From a dataset of Full USPTO retrosynthesis dataset with 1.9M reactions from patents (1976-2016). Predict the reactants needed to synthesize the given product. (1) Given the product [CH3:10][O:11][C:2]1[CH:7]=[C:6]([CH3:8])[CH:5]=[C:4]([CH3:9])[N:3]=1, predict the reactants needed to synthesize it. The reactants are: Cl[C:2]1[CH:7]=[C:6]([CH3:8])[CH:5]=[C:4]([CH3:9])[N:3]=1.[CH3:10][O-:11].[Na+]. (2) Given the product [CH3:8][C:5]1([CH3:9])[C:4](=[O:10])[CH:3]=[C:2]([C:16]#[C:15][Si:12]([CH3:14])([CH3:13])[CH3:11])[CH2:7][CH2:6]1, predict the reactants needed to synthesize it. The reactants are: I[C:2]1[CH2:7][CH2:6][C:5]([CH3:9])([CH3:8])[C:4](=[O:10])[CH:3]=1.[CH3:11][Si:12]([C:15]#[CH:16])([CH3:14])[CH3:13].C(NC(C)C)(C)C. (3) Given the product [CH3:6][O:5][C:3](=[O:4])[CH:2]([CH2:24][C:21]1[CH2:20][N:19]([C:17]([O:16][C:12]([CH3:15])([CH3:14])[CH3:13])=[O:18])[CH2:23][CH:22]=1)[C:1]([O:8][CH3:9])=[O:7], predict the reactants needed to synthesize it. The reactants are: [C:1]([O:8][CH3:9])(=[O:7])[CH2:2][C:3]([O:5][CH3:6])=[O:4].[H-].[Na+].[C:12]([O:16][C:17]([N:19]1[CH2:23][CH:22]=[C:21]([CH2:24]OC(=O)C)[CH2:20]1)=[O:18])([CH3:15])([CH3:14])[CH3:13]. (4) Given the product [CH3:13][O:12][CH:11]([C:6]1[CH:9]=[CH:10][C:3]([S:2][CH3:1])=[CH:4][CH:5]=1)[O:14][CH3:15], predict the reactants needed to synthesize it. The reactants are: [CH3:1][S:2][C:3]1[CH:10]=[CH:9][C:6](C=O)=[CH:5][CH:4]=1.[CH:11](OC)([O:14][CH3:15])[O:12][CH3:13].CC1C=CC(S(O)(=O)=O)=CC=1.C[O-].[Na+]. (5) The reactants are: [CH:1]1([NH:7][C:8]([NH:10][C:11]2[N:12]=[C:13]3[CH:19]=[CH:18][N:17]([CH2:20][O:21][CH2:22][CH2:23][Si:24]([CH3:27])([CH3:26])[CH3:25])[C:14]3=[N:15][CH:16]=2)=[O:9])[CH2:6][CH2:5][CH2:4][CH2:3][CH2:2]1.C1C(=O)N([I:35])C(=O)C1. Given the product [CH:1]1([NH:7][C:8]([NH:10][C:11]2[N:12]=[C:13]3[C:19]([I:35])=[CH:18][N:17]([CH2:20][O:21][CH2:22][CH2:23][Si:24]([CH3:27])([CH3:26])[CH3:25])[C:14]3=[N:15][CH:16]=2)=[O:9])[CH2:6][CH2:5][CH2:4][CH2:3][CH2:2]1, predict the reactants needed to synthesize it. (6) Given the product [Cl:9][CH2:8][CH2:7][N:6]1[C:2]2=[N:1][C:15]([C:14]([F:25])([F:13])[C:18]3[CH:19]=[CH:20][C:21]([F:24])=[CH:22][CH:23]=3)=[N:12][C:10]([OH:11])=[C:3]2[CH:4]=[N:5]1, predict the reactants needed to synthesize it. The reactants are: [NH2:1][C:2]1[N:6]([CH2:7][CH2:8][Cl:9])[N:5]=[CH:4][C:3]=1[C:10]([NH2:12])=[O:11].[F:13][C:14]([F:25])([C:18]1[CH:23]=[CH:22][C:21]([F:24])=[CH:20][CH:19]=1)[C:15](O)=O.C[Si](OP(=O)=O)(C)C.CCOC(C)=O. (7) Given the product [F:1][C:2]([F:7])([F:6])[C:3]([OH:5])=[O:4].[Cl:8][C:9]1[CH:10]=[C:11]([CH:16]2[C:25]3[C:20](=[CH:21][C:22]([C:27]4[CH:32]=[CH:31][C:30](=[O:33])[NH:29][N:28]=4)=[C:23]([F:26])[CH:24]=3)[CH2:19][NH:18][CH2:17]2)[CH:12]=[CH:13][C:14]=1[Cl:15], predict the reactants needed to synthesize it. The reactants are: [F:1][C:2]([F:7])([F:6])[C:3]([OH:5])=[O:4].[Cl:8][C:9]1[CH:10]=[C:11]([CH:16]2[C:25]3[C:20](=[CH:21][C:22]([C:27]4[N:28]=[N:29][C:30]([O:33]C)=[CH:31][CH:32]=4)=[C:23]([F:26])[CH:24]=3)[CH2:19][NH:18][CH2:17]2)[CH:12]=[CH:13][C:14]=1[Cl:15].Br. (8) Given the product [F:18][CH:16]([C:7]1[CH:6]=[C:5]2[C:4]([C:3](=[O:20])[N:23]([NH:32][S:29]([CH3:28])(=[O:31])=[O:30])[C:26](=[O:34])[NH:19]2)=[CH:9][C:8]=1[C:10]1[N:11]([CH3:15])[N:12]=[CH:13][CH:14]=1)[CH3:17], predict the reactants needed to synthesize it. The reactants are: CO[C:3](=[O:20])[C:4]1[CH:9]=[C:8]([C:10]2[N:11]([CH3:15])[N:12]=[CH:13][CH:14]=2)[C:7]([CH:16]([F:18])[CH3:17])=[CH:6][C:5]=1[NH2:19].CC[N:23]([CH2:26]C)CC.[CH3:28][S:29]([NH:32]N)(=[O:31])=[O:30].[OH-:34].[Na+].